Dataset: Forward reaction prediction with 1.9M reactions from USPTO patents (1976-2016). Task: Predict the product of the given reaction. (1) The product is: [F:11][C:12]1[CH:17]=[CH:16][CH:15]=[CH:14][C:13]=1[C:2]1[NH:3][CH:4]=[C:5]2[C:9](=[O:10])[CH2:8][CH2:7][C:6]=12. Given the reactants Br[C:2]1[NH:3][CH:4]=[C:5]2[C:9](=[O:10])[CH2:8][CH2:7][C:6]=12.[F:11][C:12]1[CH:17]=[CH:16][CH:15]=[CH:14][C:13]=1OB(O)O, predict the reaction product. (2) Given the reactants [CH3:1][N:2]1[C:6]([C:7]([F:10])([F:9])[F:8])=[CH:5][C:4]([NH2:11])=[N:3]1.Cl[C:13]([O:15][C:16]1[CH:21]=[CH:20][CH:19]=[CH:18][CH:17]=1)=[O:14].C([O-])([O-])=O.[K+].[K+], predict the reaction product. The product is: [CH3:1][N:2]1[C:6]([C:7]([F:8])([F:9])[F:10])=[CH:5][C:4]([NH:11][C:13](=[O:14])[O:15][C:16]2[CH:21]=[CH:20][CH:19]=[CH:18][CH:17]=2)=[N:3]1. (3) Given the reactants Cl[C:2]1[N:7]=[C:6]([NH2:8])[CH:5]=[C:4]([Cl:9])[N:3]=1.[Cl:10][C:11]1[CH:17]=[CH:16][C:14](N)=[CH:13][CH:12]=1.O1CCOC[CH2:19]1, predict the reaction product. The product is: [Cl:9][C:4]1[N:3]=[C:2]([NH:7][C:14]2[CH:16]=[CH:17][C:11]([Cl:10])=[CH:12][CH:13]=2)[CH:19]=[C:6]([NH2:8])[CH:5]=1. (4) The product is: [Cl:1][C:2]1[CH:3]=[CH:4][C:5]([CH2:8][O:9][C:10]2[CH:15]=[CH:14][N:13]([C:16]3[CH:17]=[N:18][C:19]([NH:29][CH2:28][CH2:27][NH:26][CH2:24][CH3:25])=[CH:20][CH:21]=3)[C:12](=[O:23])[CH:11]=2)=[N:6][CH:7]=1. Given the reactants [Cl:1][C:2]1[CH:3]=[CH:4][C:5]([CH2:8][O:9][C:10]2[CH:15]=[CH:14][N:13]([C:16]3[CH:17]=[N:18][C:19](F)=[CH:20][CH:21]=3)[C:12](=[O:23])[CH:11]=2)=[N:6][CH:7]=1.[CH2:24]([NH:26][CH2:27][CH2:28][NH2:29])[CH3:25].C([O-])([O-])=O.[K+].[K+], predict the reaction product. (5) Given the reactants [Li+].CC([N-]C(C)C)C.[CH3:9][C:10]([CH3:26])([CH2:14][S:15][C:16]1[CH:21]=[CH:20][C:19]([C:22]([F:25])([F:24])[F:23])=[CH:18][CH:17]=1)[C:11](=[O:13])[CH3:12].[Si:27](Cl)([CH3:30])([CH3:29])[CH3:28], predict the reaction product. The product is: [CH3:9][C:10]([CH3:26])([CH2:14][S:15][C:16]1[CH:17]=[CH:18][C:19]([C:22]([F:24])([F:25])[F:23])=[CH:20][CH:21]=1)[C:11]([O:13][Si:27]([CH3:30])([CH3:29])[CH3:28])=[CH2:12]. (6) The product is: [O:6]1[CH:10]=[CH:9][C:8]([C:11]([OH:13])=[O:12])=[C:7]1[C:14]([OH:16])=[O:15]. Given the reactants C([Li])CCC.[O:6]1[CH:10]=[CH:9][C:8]([C:11]([OH:13])=[O:12])=[CH:7]1.[C:14](=[O:16])=[O:15], predict the reaction product. (7) Given the reactants [CH3:1][N:2]1[CH2:7][CH2:6][N:5]([CH2:8][CH2:9][O:10][C:11]2[CH:16]=[CH:15][N:14]3[C:17]([C:20]([OH:22])=O)=[CH:18][N:19]=[C:13]3[CH:12]=2)[CH2:4][CH2:3]1.P(Cl)(Cl)([Cl:25])=O.[NH2:28][C:29]1[CH:37]=[CH:36][CH:35]=[C:34]2[C:30]=1[CH:31]=[N:32][N:33]2[CH2:38][C:39]1[C:40](=[O:46])[N:41]([CH3:45])[CH:42]=[CH:43][CH:44]=1, predict the reaction product. The product is: [ClH:25].[ClH:25].[CH3:45][N:41]1[CH:42]=[CH:43][CH:44]=[C:39]([CH2:38][N:33]2[C:34]3[C:30](=[C:29]([NH:28][C:20]([C:17]4[N:14]5[CH:15]=[CH:16][C:11]([O:10][CH2:9][CH2:8][N:5]6[CH2:6][CH2:7][N:2]([CH3:1])[CH2:3][CH2:4]6)=[CH:12][C:13]5=[N:19][CH:18]=4)=[O:22])[CH:37]=[CH:36][CH:35]=3)[CH:31]=[N:32]2)[C:40]1=[O:46]. (8) The product is: [F:14][C:9]1[CH:10]=[CH:11][CH:12]=[CH:13][C:8]=1[C:6]1[CH:7]=[C:2]([O:20][CH:16]([CH3:15])[C:17]#[C:18][CH3:19])[N:3]=[CH:4][N:5]=1. Given the reactants Cl[C:2]1[CH:7]=[C:6]([C:8]2[CH:13]=[CH:12][CH:11]=[CH:10][C:9]=2[F:14])[N:5]=[CH:4][N:3]=1.[CH3:15][CH:16]([OH:20])[C:17]#[C:18][CH3:19].[H-].[Na+].O, predict the reaction product. (9) Given the reactants [CH3:1][NH:2][CH:3]1[CH2:7][CH2:6][N:5]([CH2:8][CH2:9][C:10]2[C:19]3[C:14](=[CH:15][CH:16]=[C:17]([O:20][CH3:21])[N:18]=3)[N:13]=[CH:12][CH:11]=2)[CH2:4]1.CC1C=CC(S(N([N:34]=[O:35])C)(=O)=O)=CC=1, predict the reaction product. The product is: [CH3:1][N:2]([N:34]=[O:35])[CH:3]1[CH2:7][CH2:6][N:5]([CH2:8][CH2:9][C:10]2[C:19]3[C:14](=[CH:15][CH:16]=[C:17]([O:20][CH3:21])[N:18]=3)[N:13]=[CH:12][CH:11]=2)[CH2:4]1.